Dataset: Peptide-MHC class II binding affinity with 134,281 pairs from IEDB. Task: Regression. Given a peptide amino acid sequence and an MHC pseudo amino acid sequence, predict their binding affinity value. This is MHC class II binding data. (1) The peptide sequence is TIAAMMTSPLSVASM. The MHC is HLA-DPA10201-DPB10101 with pseudo-sequence HLA-DPA10201-DPB10101. The binding affinity (normalized) is 0.149. (2) The peptide sequence is DHGGACGYKDVDKPP. The MHC is DRB3_0202 with pseudo-sequence DRB3_0202. The binding affinity (normalized) is 0.171.